Predict the reactants needed to synthesize the given product. From a dataset of Full USPTO retrosynthesis dataset with 1.9M reactions from patents (1976-2016). (1) Given the product [NH2:11][C@@H:12]1[CH2:17][CH2:16][N:15]([CH2:18][CH2:19][N:20]2[C:29]3[C:24](=[C:25]([F:31])[CH:26]=[C:27]([F:30])[CH:28]=3)[CH:23]=[CH:22][C:21]2=[O:32])[CH2:14][C@H:13]1[C:33]([O:35][CH3:36])=[O:34], predict the reactants needed to synthesize it. The reactants are: C(OC([NH:11][C@@H:12]1[CH2:17][CH2:16][N:15]([CH2:18][CH2:19][N:20]2[C:29]3[C:24](=[C:25]([F:31])[CH:26]=[C:27]([F:30])[CH:28]=3)[CH:23]=[CH:22][C:21]2=[O:32])[CH2:14][C@H:13]1[C:33]([O:35][CH3:36])=[O:34])=O)C1C=CC=CC=1.N[C@@H]1CCN(CCN2C3C(=C(F)C=C(F)C=3)C=CC2=O)C[C@@H]1C(OC)=O. (2) The reactants are: [CH:1]([C:3]1[CH:4]=[C:5]([CH:22]=[CH:23][C:24]=1[CH3:25])[C:6]([N:8]1[CH2:13][CH2:12][CH:11]([C:14]2[CH:21]=[CH:20][C:17]([C:18]#[N:19])=[CH:16][CH:15]=2)[CH2:10][CH2:9]1)=[O:7])=[O:2].[O-:26][Mn](=O)(=O)=O.[K+]. Given the product [C:18]([C:17]1[CH:16]=[CH:15][C:14]([CH:11]2[CH2:12][CH2:13][N:8]([C:6]([C:5]3[CH:22]=[CH:23][C:24]([CH3:25])=[C:3]([CH:4]=3)[C:1]([OH:26])=[O:2])=[O:7])[CH2:9][CH2:10]2)=[CH:21][CH:20]=1)#[N:19], predict the reactants needed to synthesize it.